Dataset: Catalyst prediction with 721,799 reactions and 888 catalyst types from USPTO. Task: Predict which catalyst facilitates the given reaction. (1) Reactant: [F-].C([N+](CCCC)(CCCC)CCCC)CCC.[C:19]1([CH2:25][O:26][C:27]2[CH:32]=[CH:31][C:30]([C:33]3[CH:41]=[C:40]4[C:36]([C:37]([NH:50][C:51](=[O:55])[CH2:52][CH2:53][CH3:54])=[N:38][N:39]4COCC[Si](C)(C)C)=[CH:35][CH:34]=3)=[CH:29][CH:28]=2)[CH:24]=[CH:23][CH:22]=[CH:21][CH:20]=1.C(OCC)(=O)C. Product: [C:19]1([CH2:25][O:26][C:27]2[CH:32]=[CH:31][C:30]([C:33]3[CH:41]=[C:40]4[C:36]([C:37]([NH:50][C:51](=[O:55])[CH2:52][CH2:53][CH3:54])=[N:38][NH:39]4)=[CH:35][CH:34]=3)=[CH:29][CH:28]=2)[CH:20]=[CH:21][CH:22]=[CH:23][CH:24]=1. The catalyst class is: 7. (2) Reactant: [CH3:1][C:2]1[N:3]=[CH:4][C:5]([C:8]([OH:10])=O)=[N:6][CH:7]=1.CN(C(ON1N=NC2C=CC=NC1=2)=[N+](C)C)C.F[P-](F)(F)(F)(F)F.[CH:35]1[C:43]2[N:42]3[C:44]([C@@H:47]4[C@H:51]([CH3:52])[CH2:50][C@H:49]([NH2:53])[CH2:48]4)=[CH:45][N:46]=[C:41]3[CH:40]=[N:39][C:38]=2[NH:37][CH:36]=1. The catalyst class is: 85. Product: [CH:35]1[C:43]2[N:42]3[C:44]([C@@H:47]4[C@H:51]([CH3:52])[CH2:50][C@H:49]([NH:53][C:8]([C:5]5[CH:4]=[N:3][C:2]([CH3:1])=[CH:7][N:6]=5)=[O:10])[CH2:48]4)=[CH:45][N:46]=[C:41]3[CH:40]=[N:39][C:38]=2[NH:37][CH:36]=1. (3) Reactant: [NH2:1][C:2]1[C:11]2[N:12]=[C:13]([CH2:19][O:20][CH2:21][CH3:22])[N:14]([CH2:15][CH:16]([CH3:18])[CH3:17])[C:10]=2[C:9]2[CH:8]=[CH:7][C:6]([OH:23])=[CH:5][C:4]=2[N:3]=1.C(=O)([O-])[O-].[Cs+].[Cs+].[CH3:30][C:31]1[CH:38]=[CH:37][CH:36]=[CH:35][C:32]=1[CH2:33]Cl. The catalyst class is: 3. Product: [CH2:21]([O:20][CH2:19][C:13]1[N:14]([CH2:15][CH:16]([CH3:17])[CH3:18])[C:10]2[C:9]3[CH:8]=[CH:7][C:6]([O:23][CH2:30][C:31]4[CH:38]=[CH:37][CH:36]=[CH:35][C:32]=4[CH3:33])=[CH:5][C:4]=3[N:3]=[C:2]([NH2:1])[C:11]=2[N:12]=1)[CH3:22]. (4) Reactant: [CH3:1][C:2]([CH3:4])=[O:3].CC(N=NC(C#N)(C)C)(C#N)C.Cl[C:18]1[N:23]=[CH:22][CH:21]=[CH:20][N:19]=1.Cl. The catalyst class is: 1. Product: [N:19]1[CH:20]=[CH:21][CH:22]=[N:23][C:18]=1[CH2:1][C:2]([CH3:4])=[O:3].